The task is: Predict the product of the given reaction.. This data is from Forward reaction prediction with 1.9M reactions from USPTO patents (1976-2016). (1) Given the reactants C(O)(C(F)(F)F)=O.[Cl:8][C:9]1[N:14]=[CH:13][C:12]([NH:15]C(=O)OC(C)(C)C)=[C:11]([C:23]([CH:25]2[CH2:27][CH2:26]2)=[O:24])[CH:10]=1, predict the reaction product. The product is: [NH2:15][C:12]1[C:11]([C:23]([CH:25]2[CH2:26][CH2:27]2)=[O:24])=[CH:10][C:9]([Cl:8])=[N:14][CH:13]=1. (2) Given the reactants [C:1](=[S:12])([S:7][CH2:8][C:9]([OH:11])=O)SCC(O)=O.C(=O)([O-])[O-].[K+].[K+].[CH3:19][C:20]1[CH:27]=[CH:26][C:23]([CH2:24][NH2:25])=[CH:22][CH:21]=1, predict the reaction product. The product is: [CH3:19][C:20]1[CH:27]=[CH:26][C:23]([CH2:24][N:25]2[C:9](=[O:11])[CH2:8][S:7][C:1]2=[S:12])=[CH:22][CH:21]=1. (3) Given the reactants [N:1]1[CH:6]=[CH:5][CH:4]=[CH:3][C:2]=1[CH2:7][O:8][C:9]1[CH:18]=[C:17](B2OC(C)(C)C(C)(C)O2)[C:16]2[CH2:15][CH2:14][CH2:13][CH2:12][C:11]=2[N:10]=1.Br[C:29]1[C:30]([F:36])=[N:31][CH:32]=[C:33]([Cl:35])[CH:34]=1.C(Cl)Cl.C(=O)([O-])[O-].[K+].[K+], predict the reaction product. The product is: [ClH:35].[Cl:35][C:33]1[CH:34]=[C:29]([C:17]2[C:16]3[CH2:15][CH2:14][CH2:13][CH2:12][C:11]=3[N:10]=[C:9]([O:8][CH2:7][C:2]3[CH:3]=[CH:4][CH:5]=[CH:6][N:1]=3)[CH:18]=2)[C:30]([F:36])=[N:31][CH:32]=1. (4) Given the reactants [Cl:1][C:2]1[CH:7]=[C:6]([C:8]([NH:10][C:11]2[CH:20]=[C:19]([C:21]3[C:30]4[C:25](=[CH:26][C:27]([O:36][CH2:37][CH3:38])=[C:28]5[O:33][C:32]([CH3:35])([CH3:34])[CH2:31][C:29]5=4)[CH2:24][C:23]([CH3:40])([CH3:39])[N:22]=3)[CH:18]=[CH:17][C:12]=2[C:13]([O:15]C)=[O:14])=[O:9])[CH:5]=[CH:4][N:3]=1.[OH-].[Na+].ClC1C=C(C=CN=1)C(O)=O.S(Cl)(Cl)=O.C(=O)([O-])O.[Na+], predict the reaction product. The product is: [ClH:1].[Cl:1][C:2]1[CH:7]=[C:6]([C:8]([NH:10][C:11]2[CH:20]=[C:19]([C:21]3[C:30]4[C:25](=[CH:26][C:27]([O:36][CH2:37][CH3:38])=[C:28]5[O:33][C:32]([CH3:34])([CH3:35])[CH2:31][C:29]5=4)[CH2:24][C:23]([CH3:39])([CH3:40])[N:22]=3)[CH:18]=[CH:17][C:12]=2[C:13]([OH:15])=[O:14])=[O:9])[CH:5]=[CH:4][N:3]=1. (5) Given the reactants C(N(CC)CC)C.[F:8][C:9]1[CH:10]=[C:11]2[C:15](=[CH:16][CH:17]=1)[N:14]([CH3:18])[N:13]=[C:12]2[CH:19]=[O:20].[CH:21](=[N:28][C:29]1[CH:34]=[CH:33][CH:32]=[C:31]([O:35][CH3:36])[CH:30]=1)[C:22]1[CH:27]=[CH:26][CH:25]=[CH:24][CH:23]=1, predict the reaction product. The product is: [F:8][C:9]1[CH:10]=[C:11]2[C:15](=[CH:16][CH:17]=1)[N:14]([CH3:18])[N:13]=[C:12]2[C:19](=[O:20])[CH:21]([NH:28][C:29]1[CH:34]=[CH:33][CH:32]=[C:31]([O:35][CH3:36])[CH:30]=1)[C:22]1[CH:23]=[CH:24][CH:25]=[CH:26][CH:27]=1. (6) Given the reactants Br[C:2]1[C:10]2[N:9]3[CH2:11][CH2:12][NH:13][C:14](=[O:15])[C:8]3=[CH:7][C:6]=2[CH:5]=[C:4]([C:16]#[N:17])[CH:3]=1.[F:18][C:19]1[CH:20]=[C:21](B(O)O)[CH:22]=[CH:23][C:24]=1[F:25], predict the reaction product. The product is: [F:18][C:19]1[CH:20]=[C:21]([C:2]2[C:10]3[N:9]4[CH2:11][CH2:12][NH:13][C:14](=[O:15])[C:8]4=[CH:7][C:6]=3[CH:5]=[C:4]([C:16]#[N:17])[CH:3]=2)[CH:22]=[CH:23][C:24]=1[F:25]. (7) Given the reactants BrC1[S:3][C:4]2[CH:10]=[C:9]([O:11][CH2:12][O:13][CH2:14][CH3:15])[CH:8]=[CH:7][C:5]=2[N:6]=1.[OH-].[K+].C(O)(=O)C, predict the reaction product. The product is: [NH2:6][C:5]1[CH:7]=[CH:8][C:9]([O:11][CH2:12][O:13][CH2:14][CH3:15])=[CH:10][C:4]=1[SH:3].